From a dataset of Forward reaction prediction with 1.9M reactions from USPTO patents (1976-2016). Predict the product of the given reaction. (1) Given the reactants [OH:1][CH2:2][CH2:3][CH:4]1[CH2:9][CH2:8][C:7](=[O:10])[CH2:6][CH2:5]1.N1C=CN=C1.[C:16]([Si:20](Cl)([CH3:22])[CH3:21])([CH3:19])([CH3:18])[CH3:17], predict the reaction product. The product is: [C:16]([Si:20]([CH3:22])([CH3:21])[O:1][CH2:2][CH2:3][CH:4]1[CH2:9][CH2:8][C:7](=[O:10])[CH2:6][CH2:5]1)([CH3:19])([CH3:18])[CH3:17]. (2) Given the reactants [C:1]([C:4]1[CH:5]=[N:6][C:7]2[C:12]([C:13]=1[NH:14][C:15]1[CH:16]=[CH:17][C:18]([N:21]3[CH2:26][CH2:25][CH2:24][CH:23]([NH:27][C:28](=[O:34])[O:29][C:30]([CH3:33])([CH3:32])[CH3:31])[CH2:22]3)=[N:19][CH:20]=1)=[CH:11][C:10](Br)=[CH:9][CH:8]=2)(=[O:3])[CH3:2].[Cl:36][C:37]1[CH:42]=[C:41](B2OC(C)(C)C(C)(C)O2)[CH:40]=[C:39]([Cl:52])[C:38]=1[OH:53], predict the reaction product. The product is: [C:1]([C:4]1[CH:5]=[N:6][C:7]2[C:12]([C:13]=1[NH:14][C:15]1[CH:16]=[CH:17][C:18]([N:21]3[CH2:26][CH2:25][CH2:24][CH:23]([NH:27][C:28](=[O:34])[O:29][C:30]([CH3:33])([CH3:32])[CH3:31])[CH2:22]3)=[N:19][CH:20]=1)=[CH:11][C:10]([C:41]1[CH:42]=[C:37]([Cl:36])[C:38]([OH:53])=[C:39]([Cl:52])[CH:40]=1)=[CH:9][CH:8]=2)(=[O:3])[CH3:2]. (3) Given the reactants [C:1]([O:5][C:6](=[O:41])[NH:7][CH:8]1[CH2:13][CH2:12][CH:11]([NH:14][C:15](=[O:40])[C:16]2[CH:21]=[C:20]([O:22][C:23]3[CH:28]=[CH:27][C:26]([CH:29]=[O:30])=[CH:25][CH:24]=3)[CH:19]=[C:18]([O:31][C:32]3[CH:37]=[CH:36][C:35]([C:38]#[N:39])=[CH:34][CH:33]=3)[CH:17]=2)[CH2:10][CH2:9]1)([CH3:4])([CH3:3])[CH3:2].[Mn]([O-])(=O)(=O)=[O:43].[K+], predict the reaction product. The product is: [C:1]([O:5][C:6]([NH:7][CH:8]1[CH2:13][CH2:12][CH:11]([NH:14][C:15]([C:16]2[CH:21]=[C:20]([CH:19]=[C:18]([O:31][C:32]3[CH:37]=[CH:36][C:35]([C:38]#[N:39])=[CH:34][CH:33]=3)[CH:17]=2)[O:22][C:23]2[CH:28]=[CH:27][C:26]([C:29]([OH:43])=[O:30])=[CH:25][CH:24]=2)=[O:40])[CH2:10][CH2:9]1)=[O:41])([CH3:4])([CH3:2])[CH3:3]. (4) Given the reactants [F:1][C:2]([S:5][C:6]1[CH:11]=[CH:10][CH:9]=[CH:8][C:7]=1I)([F:4])[F:3].[CH:13]1([C:16]#[CH:17])[CH2:15][CH2:14]1, predict the reaction product. The product is: [CH:13]1([C:16]#[C:17][C:7]2[CH:8]=[CH:9][CH:10]=[CH:11][C:6]=2[S:5][C:2]([F:4])([F:3])[F:1])[CH2:15][CH2:14]1. (5) Given the reactants [N:1]1([CH2:6][C:7]2[CH:12]=[CH:11][C:10]([N:13]3[CH2:18][CH2:17][CH:16]([CH:19]=O)[CH2:15][CH2:14]3)=[CH:9][CH:8]=2)[CH2:5][CH2:4][CH2:3][CH2:2]1.[CH2:21]([NH:23][CH2:24][CH3:25])[CH3:22], predict the reaction product. The product is: [CH2:21]([N:23]([CH2:24][CH3:25])[CH2:19][CH:16]1[CH2:17][CH2:18][N:13]([C:10]2[CH:11]=[CH:12][C:7]([CH2:6][N:1]3[CH2:5][CH2:4][CH2:3][CH2:2]3)=[CH:8][CH:9]=2)[CH2:14][CH2:15]1)[CH3:22].